This data is from Forward reaction prediction with 1.9M reactions from USPTO patents (1976-2016). The task is: Predict the product of the given reaction. Given the reactants Br.Br[CH2:3][C:4]1[CH:5]=[CH:6][C:7]([C:10]2[CH:15]=[CH:14][CH:13]=[CH:12][C:11]=2[CH3:16])=[N:8][CH:9]=1.[C:17]1([C:23](=[N:30][CH2:31][C:32]([O:34][C:35]([CH3:38])([CH3:37])[CH3:36])=[O:33])[C:24]2[CH:29]=[CH:28][CH:27]=[CH:26][CH:25]=2)[CH:22]=[CH:21][CH:20]=[CH:19][CH:18]=1.C=CCO[C@H](C1C2C(=CC=CC=2)N=CC=1)[C@H]1[N+]2(CC3C4C(=CC=CC=4)C=C4C=3C=CC=C4)C[C@H](C=C)[C@@H](CC2)C1.[Br-].C(N=P1(N(CC)CC)N(C)CCCN1C)(C)(C)C, predict the reaction product. The product is: [C:17]1([C:23](=[N:30][C@@H:31]([CH2:3][C:4]2[CH:9]=[N:8][C:7]([C:10]3[CH:15]=[CH:14][CH:13]=[CH:12][C:11]=3[CH3:16])=[CH:6][CH:5]=2)[C:32]([O:34][C:35]([CH3:38])([CH3:37])[CH3:36])=[O:33])[C:24]2[CH:25]=[CH:26][CH:27]=[CH:28][CH:29]=2)[CH:18]=[CH:19][CH:20]=[CH:21][CH:22]=1.